From a dataset of Reaction yield outcomes from USPTO patents with 853,638 reactions. Predict the reaction yield, written as a fraction of the theoretical maximum amount of product (1.0 means a 100% yield; for example, 0.34 means a 34% yield). (1) The reactants are Cl.[CH3:2][O:3][C:4]1[CH:9]=[CH:8][CH:7]=[CH:6][C:5]=1[CH:10]1[CH2:15][CH2:14][N:13]([C:16]([C:18]2[C:26]3[CH:25]=[CH:24][CH:23]=[CH:22][C:21]=3[N:20]3[CH2:27][CH2:28][NH:29][CH2:30][C:19]=23)=[O:17])[CH2:12][CH2:11]1.[CH2:31](N(CC)CC)C.C=O.C([BH3-])#N.[Na+]. The catalyst is CO. The product is [CH3:2][O:3][C:4]1[CH:9]=[CH:8][CH:7]=[CH:6][C:5]=1[CH:10]1[CH2:15][CH2:14][N:13]([C:16]([C:18]2[C:26]3[CH:25]=[CH:24][CH:23]=[CH:22][C:21]=3[N:20]3[CH2:27][CH2:28][N:29]([CH3:31])[CH2:30][C:19]=23)=[O:17])[CH2:12][CH2:11]1. The yield is 0.820. (2) The catalyst is C(O)C. The yield is 0.280. The product is [Cl:9][C:10]1[CH:11]=[CH:12][C:13]([CH2:17][OH:18])=[C:14]([O:16][CH2:2][C:3]2[CH:8]=[CH:7][CH:6]=[CH:5][CH:4]=2)[CH:15]=1. The reactants are Br[CH2:2][C:3]1[CH:8]=[CH:7][CH:6]=[CH:5][CH:4]=1.[Cl:9][C:10]1[CH:11]=[CH:12][C:13]([CH2:17][OH:18])=[C:14]([OH:16])[CH:15]=1.[OH-].[Na+].